Dataset: Catalyst prediction with 721,799 reactions and 888 catalyst types from USPTO. Task: Predict which catalyst facilitates the given reaction. (1) Reactant: [CH3:1][O:2][C:3]1[CH:8]=[CH:7][CH:6]=[C:5](N)[CH:4]=1.C[N:11]([CH3:18])[C:12]1[CH:17]=[CH:16][CH:15]=[CH:14][CH:13]=1.[CH3:19]OC1C=CC(C(CBr)=O)=CC=1.Cl. Product: [CH3:1][O:2][C:3]1[C:8]([C:18]2[NH:11][C:12]3[C:13]([CH:19]=2)=[CH:14][CH:15]=[CH:16][CH:17]=3)=[CH:7][CH:6]=[CH:5][CH:4]=1. The catalyst class is: 25. (2) Reactant: ICC(ON1C(=O)CCC1=O)=O.Cl.[OH:14][CH:15]1[O:23][C@H:22]([CH2:24][OH:25])[C@@H:20]([OH:21])[C@H:18]([OH:19])[C@H:16]1[NH2:17].[OH-].[Na+].SCCC[SiH3]. Product: [OH:14][CH:15]1[O:23][C@H:22]([CH2:24][OH:25])[C@@H:20]([OH:21])[C@H:18]([OH:19])[C@H:16]1[NH2:17]. The catalyst class is: 8.